The task is: Predict the reactants needed to synthesize the given product.. This data is from Full USPTO retrosynthesis dataset with 1.9M reactions from patents (1976-2016). (1) Given the product [F:24][C:2]([F:23])([F:1])[C:3]1[CH:4]=[C:5]([C:13]2[N:17]=[CH:16][N:15](/[CH:18]=[CH:19]\[C:20]([NH:36][NH:35][C:33](=[O:34])[CH2:32][N:31]3[CH:26]([CH3:25])[CH2:27][O:28][CH2:29][CH:30]3[CH3:37])=[O:21])[N:14]=2)[CH:6]=[C:7]([C:9]([F:12])([F:11])[F:10])[CH:8]=1, predict the reactants needed to synthesize it. The reactants are: [F:1][C:2]([F:24])([F:23])[C:3]1[CH:4]=[C:5]([C:13]2[N:17]=[CH:16][N:15](/[CH:18]=[CH:19]\[C:20](O)=[O:21])[N:14]=2)[CH:6]=[C:7]([C:9]([F:12])([F:11])[F:10])[CH:8]=1.[CH3:25][CH:26]1[N:31]([CH2:32][C:33]([NH:35][NH2:36])=[O:34])[CH:30]([CH3:37])[CH2:29][O:28][CH2:27]1.C(P1(=O)OP(CCC)(=O)OP(CCC)(=O)O1)CC.CCN(C(C)C)C(C)C. (2) Given the product [OH:32][CH2:33][CH2:34][N:35]([CH2:36][CH2:37][CH:38]([CH3:40])[CH3:39])[C:15](=[O:16])[NH:6][C@@H:5]([CH2:7][C:8]1[CH:13]=[CH:12][CH:11]=[CH:10][CH:9]=1)[C:4]([NH:3][CH3:2])=[O:14], predict the reactants needed to synthesize it. The reactants are: Cl.[CH3:2][NH:3][C:4](=[O:14])[C@H:5]([CH2:7][C:8]1[CH:13]=[CH:12][CH:11]=[CH:10][CH:9]=1)[NH2:6].[C:15](N1C=CN=C1)(N1C=CN=C1)=[O:16].N1C=CN=C1.[OH:32][CH2:33][CH2:34][NH:35][CH2:36][CH2:37][CH:38]([CH3:40])[CH3:39].